Dataset: Forward reaction prediction with 1.9M reactions from USPTO patents (1976-2016). Task: Predict the product of the given reaction. (1) Given the reactants C([O:3][C:4](=[O:40])[CH2:5][O:6][C:7]1[CH:12]=[CH:11][C:10]([S:13][C:14]2[CH:19]=[C:18]([C:20]#[C:21][CH2:22][C:23]3[CH:28]=[CH:27][CH:26]=[CH:25][CH:24]=3)[CH:17]=[C:16]([O:29][CH2:30][CH2:31][CH2:32][N:33]3[CH2:38][CH2:37][O:36][CH2:35][CH2:34]3)[CH:15]=2)=[CH:9][C:8]=1[CH3:39])C.[OH-].[Na+].Cl, predict the reaction product. The product is: [CH3:39][C:8]1[CH:9]=[C:10]([S:13][C:14]2[CH:19]=[C:18]([C:20]#[C:21][CH2:22][C:23]3[CH:28]=[CH:27][CH:26]=[CH:25][CH:24]=3)[CH:17]=[C:16]([O:29][CH2:30][CH2:31][CH2:32][N:33]3[CH2:34][CH2:35][O:36][CH2:37][CH2:38]3)[CH:15]=2)[CH:11]=[CH:12][C:7]=1[O:6][CH2:5][C:4]([OH:40])=[O:3]. (2) Given the reactants [Cl:1][C:2]1[CH:3]=[C:4]([C@:9]23[CH2:15][C@H:14]2[CH2:13][NH:12][CH2:11][CH2:10]3)[CH:5]=[CH:6][C:7]=1[Cl:8].Cl, predict the reaction product. The product is: [ClH:1].[Cl:1][C:2]1[CH:3]=[C:4]([C@:9]23[CH2:15][C@H:14]2[CH2:13][NH:12][CH2:11][CH2:10]3)[CH:5]=[CH:6][C:7]=1[Cl:8].